Dataset: Catalyst prediction with 721,799 reactions and 888 catalyst types from USPTO. Task: Predict which catalyst facilitates the given reaction. Reactant: [CH2:1]([O:8][C:9]1[C:14]2[C:15]([NH2:18])=[N:16][NH:17][C:13]=2[CH:12]=[CH:11][N:10]=1)[C:2]1[CH:7]=[CH:6][CH:5]=[CH:4][CH:3]=1.[C:19]([CH:21]=[C:22]1[CH2:27][O:26][CH:25]([C:28]([O:30][C:31]([CH3:34])([CH3:33])[CH3:32])=[O:29])[CH2:24][CH2:23]1)#[N:20].C1CCN2C(=NCCC2)CC1. Product: [NH2:18][C:15]1[C:14]2[C:9]([O:8][CH2:1][C:2]3[CH:3]=[CH:4][CH:5]=[CH:6][CH:7]=3)=[N:10][CH:11]=[CH:12][C:13]=2[N:17]([C:22]2([CH2:21][C:19]#[N:20])[CH2:27][O:26][CH:25]([C:28]([O:30][C:31]([CH3:32])([CH3:33])[CH3:34])=[O:29])[CH2:24][CH2:23]2)[N:16]=1. The catalyst class is: 10.